From a dataset of NCI-60 drug combinations with 297,098 pairs across 59 cell lines. Regression. Given two drug SMILES strings and cell line genomic features, predict the synergy score measuring deviation from expected non-interaction effect. (1) Drug 1: COC1=C(C=C2C(=C1)N=CN=C2NC3=CC(=C(C=C3)F)Cl)OCCCN4CCOCC4. Drug 2: CC1C(C(CC(O1)OC2CC(CC3=C2C(=C4C(=C3O)C(=O)C5=C(C4=O)C(=CC=C5)OC)O)(C(=O)CO)O)N)O.Cl. Cell line: OVCAR-5. Synergy scores: CSS=36.0, Synergy_ZIP=5.37, Synergy_Bliss=6.46, Synergy_Loewe=8.55, Synergy_HSA=8.95. (2) Cell line: OVCAR-4. Drug 1: COC1=C2C(=CC3=C1OC=C3)C=CC(=O)O2. Synergy scores: CSS=2.10, Synergy_ZIP=-0.420, Synergy_Bliss=-0.514, Synergy_Loewe=-2.26, Synergy_HSA=-1.27. Drug 2: COCCOC1=C(C=C2C(=C1)C(=NC=N2)NC3=CC=CC(=C3)C#C)OCCOC.Cl. (3) Drug 1: CS(=O)(=O)C1=CC(=C(C=C1)C(=O)NC2=CC(=C(C=C2)Cl)C3=CC=CC=N3)Cl. Drug 2: C1=NC2=C(N=C(N=C2N1C3C(C(C(O3)CO)O)O)F)N. Cell line: HOP-92. Synergy scores: CSS=5.61, Synergy_ZIP=-2.05, Synergy_Bliss=1.04, Synergy_Loewe=-3.87, Synergy_HSA=-0.0302. (4) Cell line: NCIH23. Drug 2: CC(C)(C#N)C1=CC(=CC(=C1)CN2C=NC=N2)C(C)(C)C#N. Synergy scores: CSS=6.09, Synergy_ZIP=0.164, Synergy_Bliss=4.33, Synergy_Loewe=0, Synergy_HSA=0.289. Drug 1: CS(=O)(=O)OCCCCOS(=O)(=O)C. (5) Drug 1: CC(CN1CC(=O)NC(=O)C1)N2CC(=O)NC(=O)C2. Drug 2: CC1CCC2CC(C(=CC=CC=CC(CC(C(=O)C(C(C(=CC(C(=O)CC(OC(=O)C3CCCCN3C(=O)C(=O)C1(O2)O)C(C)CC4CCC(C(C4)OC)O)C)C)O)OC)C)C)C)OC. Cell line: PC-3. Synergy scores: CSS=37.4, Synergy_ZIP=-11.6, Synergy_Bliss=-5.64, Synergy_Loewe=-1.05, Synergy_HSA=0.360. (6) Drug 1: CC1C(C(CC(O1)OC2CC(OC(C2O)C)OC3=CC4=CC5=C(C(=O)C(C(C5)C(C(=O)C(C(C)O)O)OC)OC6CC(C(C(O6)C)O)OC7CC(C(C(O7)C)O)OC8CC(C(C(O8)C)O)(C)O)C(=C4C(=C3C)O)O)O)O. Drug 2: C1=NNC2=C1C(=O)NC=N2. Cell line: KM12. Synergy scores: CSS=16.1, Synergy_ZIP=0.419, Synergy_Bliss=2.78, Synergy_Loewe=-40.9, Synergy_HSA=0.378. (7) Drug 1: CC1=CC2C(CCC3(C2CCC3(C(=O)C)OC(=O)C)C)C4(C1=CC(=O)CC4)C. Drug 2: CC1=C(C=C(C=C1)NC(=O)C2=CC=C(C=C2)CN3CCN(CC3)C)NC4=NC=CC(=N4)C5=CN=CC=C5. Cell line: NCI-H322M. Synergy scores: CSS=-3.01, Synergy_ZIP=0.759, Synergy_Bliss=-3.31, Synergy_Loewe=-11.2, Synergy_HSA=-7.53. (8) Drug 1: CC1C(C(=O)NC(C(=O)N2CCCC2C(=O)N(CC(=O)N(C(C(=O)O1)C(C)C)C)C)C(C)C)NC(=O)C3=C4C(=C(C=C3)C)OC5=C(C(=O)C(=C(C5=N4)C(=O)NC6C(OC(=O)C(N(C(=O)CN(C(=O)C7CCCN7C(=O)C(NC6=O)C(C)C)C)C)C(C)C)C)N)C. Drug 2: C1=NNC2=C1C(=O)NC=N2. Cell line: A549. Synergy scores: CSS=31.0, Synergy_ZIP=-3.22, Synergy_Bliss=-2.14, Synergy_Loewe=-42.9, Synergy_HSA=-2.42. (9) Synergy scores: CSS=3.41, Synergy_ZIP=0.947, Synergy_Bliss=5.24, Synergy_Loewe=-0.0300, Synergy_HSA=1.33. Cell line: SNB-19. Drug 1: CCN(CC)CCNC(=O)C1=C(NC(=C1C)C=C2C3=C(C=CC(=C3)F)NC2=O)C. Drug 2: COCCOC1=C(C=C2C(=C1)C(=NC=N2)NC3=CC=CC(=C3)C#C)OCCOC.Cl.